Dataset: Catalyst prediction with 721,799 reactions and 888 catalyst types from USPTO. Task: Predict which catalyst facilitates the given reaction. (1) Reactant: [Br:1][C:2]1[C:10]2[N:9]=[C:8]([CH3:11])[NH:7][C:6]=2[CH:5]=[C:4]([N:12]2[CH2:17][CH2:16][O:15][CH2:14][CH2:13]2)[CH:3]=1.Br[CH2:19][C:20]1[C:25]2[S:26][CH:27]=[CH:28][C:24]=2[CH:23]=[CH:22][CH:21]=1.C(=O)([O-])[O-].[K+].[K+].O. Product: [S:26]1[CH:27]=[CH:28][C:24]2[CH:23]=[CH:22][CH:21]=[C:20]([CH2:19][N:7]3[C:6]4[CH:5]=[C:4]([N:12]5[CH2:17][CH2:16][O:15][CH2:14][CH2:13]5)[CH:3]=[C:2]([Br:1])[C:10]=4[N:9]=[C:8]3[CH3:11])[C:25]1=2. The catalyst class is: 9. (2) The catalyst class is: 6. Reactant: O1CCCC1.CC(C)([O-])C.[K+].[CH2:12]([N:16]1[C:29](=[O:30])[C:28]2[C:23](=[CH:24][CH:25]=[CH:26][CH:27]=2)[C:22]2[CH:21]=[C:20]([CH2:31]O)[CH:19]=[CH:18][C:17]1=2)[CH2:13][CH2:14][CH3:15].[CH2:33](P(=O)(OC)OC)[C:34]1[CH:39]=[CH:38][CH:37]=[CH:36][CH:35]=1. Product: [CH2:12]([N:16]1[C:29](=[O:30])[C:28]2[C:23](=[CH:24][CH:25]=[CH:26][CH:27]=2)[C:22]2[CH:21]=[C:20](/[CH:31]=[CH:33]/[C:34]3[CH:39]=[CH:38][CH:37]=[CH:36][CH:35]=3)[CH:19]=[CH:18][C:17]1=2)[CH2:13][CH2:14][CH3:15]. (3) Reactant: [C:1]([C:4]1[S:8][C:7]([C:9]([OH:11])=O)=[CH:6][CH:5]=1)(=[O:3])[CH3:2].C1C=CC2N(O)N=NC=2C=1.CCN=C=NCCCN(C)C.Cl.[NH2:34][CH2:35][CH2:36][CH2:37][N:38]1[CH2:43][CH2:42][O:41][CH2:40][CH2:39]1. Product: [C:1]([C:4]1[S:8][C:7]([C:9]([NH:34][CH2:35][CH2:36][CH2:37][N:38]2[CH2:43][CH2:42][O:41][CH2:40][CH2:39]2)=[O:11])=[CH:6][CH:5]=1)(=[O:3])[CH3:2]. The catalyst class is: 3.